Dataset: Catalyst prediction with 721,799 reactions and 888 catalyst types from USPTO. Task: Predict which catalyst facilitates the given reaction. (1) Reactant: BrC1C=CC(S(O[CH2:12][C@@H:13]2[O:27][C:17]3=[C:18]4[C:23](=[CH:24][CH:25]=[C:16]3[O:15][CH2:14]2)[N:22]=[C:21]([CH3:26])[CH:20]=[CH:19]4)(=O)=O)=CC=1.[NH:28]1[CH2:33][CH:32]=[C:31]([C:34]2[C:42]3[C:37](=[CH:38][CH:39]=[CH:40][CH:41]=3)[NH:36][CH:35]=2)[CH2:30][CH2:29]1.C(N(C(C)C)CC)(C)C.CO. Product: [NH:36]1[C:37]2[C:42](=[CH:41][CH:40]=[CH:39][CH:38]=2)[C:34]([C:31]2[CH2:32][CH2:33][N:28]([CH2:12][C@@H:13]3[O:27][C:17]4=[C:18]5[C:23](=[CH:24][CH:25]=[C:16]4[O:15][CH2:14]3)[N:22]=[C:21]([CH3:26])[CH:20]=[CH:19]5)[CH2:29][CH:30]=2)=[CH:35]1. The catalyst class is: 16. (2) Reactant: [C:1]([O:5][C:6]([NH:8][C@@H:9]([C:16]([OH:18])=O)[CH2:10][C:11]1[N:12]=[CH:13][S:14][CH:15]=1)=[O:7])([CH3:4])([CH3:3])[CH3:2].CCOC(C(C#N)=NOC(N1CCOCC1)=[N+](C)C)=O.F[P-](F)(F)(F)(F)F.Cl.[CH3:47][O:48][C:49]1[CH:50]=[C:51]([C:57]2[C@@H:66]3[C@@H:61]([CH2:62][CH2:63][CH2:64][CH2:65]3)[C:60](=[O:67])[N:59]([CH:68]3[CH2:73][CH2:72][NH:71][CH2:70][CH2:69]3)[N:58]=2)[CH:52]=[CH:53][C:54]=1[O:55][CH3:56].CCN(C(C)C)C(C)C.C(=O)(O)[O-].[Na+]. Product: [CH3:47][O:48][C:49]1[CH:50]=[C:51]([C:57]2[C@@H:66]3[C@@H:61]([CH2:62][CH2:63][CH2:64][CH2:65]3)[C:60](=[O:67])[N:59]([CH:68]3[CH2:69][CH2:70][N:71]([C:16](=[O:18])[C@H:9]([NH:8][C:6](=[O:7])[O:5][C:1]([CH3:2])([CH3:3])[CH3:4])[CH2:10][C:11]4[N:12]=[CH:13][S:14][CH:15]=4)[CH2:72][CH2:73]3)[N:58]=2)[CH:52]=[CH:53][C:54]=1[O:55][CH3:56]. The catalyst class is: 2.